From a dataset of NCI-60 drug combinations with 297,098 pairs across 59 cell lines. Regression. Given two drug SMILES strings and cell line genomic features, predict the synergy score measuring deviation from expected non-interaction effect. (1) Drug 1: COC1=CC(=CC(=C1O)OC)C2C3C(COC3=O)C(C4=CC5=C(C=C24)OCO5)OC6C(C(C7C(O6)COC(O7)C8=CC=CS8)O)O. Drug 2: C1CC(=O)NC(=O)C1N2C(=O)C3=CC=CC=C3C2=O. Cell line: SNB-19. Synergy scores: CSS=44.0, Synergy_ZIP=-2.02, Synergy_Bliss=-3.55, Synergy_Loewe=-45.0, Synergy_HSA=-4.11. (2) Drug 1: CC1=CC=C(C=C1)C2=CC(=NN2C3=CC=C(C=C3)S(=O)(=O)N)C(F)(F)F. Drug 2: C1CN(P(=O)(OC1)NCCCl)CCCl. Cell line: NCI/ADR-RES. Synergy scores: CSS=-5.20, Synergy_ZIP=1.32, Synergy_Bliss=-1.98, Synergy_Loewe=-2.21, Synergy_HSA=-6.53. (3) Drug 1: C(=O)(N)NO. Drug 2: COCCOC1=C(C=C2C(=C1)C(=NC=N2)NC3=CC=CC(=C3)C#C)OCCOC.Cl. Cell line: PC-3. Synergy scores: CSS=-2.09, Synergy_ZIP=0.434, Synergy_Bliss=-1.62, Synergy_Loewe=-10.3, Synergy_HSA=-4.43. (4) Drug 1: C1=CC(=CC=C1CCC2=CNC3=C2C(=O)NC(=N3)N)C(=O)NC(CCC(=O)O)C(=O)O. Drug 2: C1CC(=O)NC(=O)C1N2C(=O)C3=CC=CC=C3C2=O. Cell line: UACC62. Synergy scores: CSS=7.28, Synergy_ZIP=3.91, Synergy_Bliss=-5.31, Synergy_Loewe=-12.2, Synergy_HSA=-5.08.